From a dataset of Catalyst prediction with 721,799 reactions and 888 catalyst types from USPTO. Predict which catalyst facilitates the given reaction. (1) Reactant: [F:1][C:2]1[CH:3]=[C:4]([CH:8]=[C:9]([O:15][CH3:16])[C:10]=1[O:11][CH2:12][C:13]#[CH:14])[C:5](Cl)=[O:6].O1CCCC1.[CH:22]1([CH2:28][NH2:29])[CH2:27][CH2:26][CH2:25][CH2:24][CH2:23]1. Product: [CH:22]1([CH2:28][NH:29][C:5](=[O:6])[C:4]2[CH:8]=[C:9]([O:15][CH3:16])[C:10]([O:11][CH2:12][C:13]#[CH:14])=[C:2]([F:1])[CH:3]=2)[CH2:27][CH2:26][CH2:25][CH2:24][CH2:23]1. The catalyst class is: 66. (2) Reactant: [F:1][C:2]1[CH:3]=[C:4]([CH:46]=[CH:47][CH:48]=1)[CH2:5][N:6]1[CH:10]=[C:9]([C:11]2[C:19]3[C:14](=[N:15][CH:16]=[C:17]([C:20]4[CH:21]=[C:22]([N:26]5[CH2:31][CH2:30][N:29]([CH2:32][CH2:33][C:34]#[N:35])[CH2:28][CH2:27]5)[CH:23]=[CH:24][CH:25]=4)[CH:18]=3)[N:13](S(C3C=CC(C)=CC=3)(=O)=O)[CH:12]=2)[CH:8]=[N:7]1.[OH-].[Li+]. Product: [F:1][C:2]1[CH:3]=[C:4]([CH:46]=[CH:47][CH:48]=1)[CH2:5][N:6]1[CH:10]=[C:9]([C:11]2[C:19]3[C:14](=[N:15][CH:16]=[C:17]([C:20]4[CH:21]=[C:22]([N:26]5[CH2:27][CH2:28][N:29]([CH2:32][CH2:33][C:34]#[N:35])[CH2:30][CH2:31]5)[CH:23]=[CH:24][CH:25]=4)[CH:18]=3)[NH:13][CH:12]=2)[CH:8]=[N:7]1. The catalyst class is: 87. (3) The catalyst class is: 4. Reactant: [Cl:1][C:2]1[CH:34]=[CH:33][C:5]([CH2:6][C@H:7]([C:9]([N:11]2[CH:16]3[CH2:17][CH2:18][CH:12]2[CH2:13][CH:14]([N:19]([CH:27]2[CH2:32][CH2:31][CH2:30][CH2:29][CH2:28]2)[C:20]([N:22]([CH2:25][CH3:26])[CH2:23][CH3:24])=[O:21])[CH2:15]3)=[O:10])[NH2:8])=[CH:4][CH:3]=1.[C:35]([N:42]1[CH2:47][CH2:46][CH2:45][CH2:44][C:43]1=O)([O:37][C:38]([CH3:41])([CH3:40])[CH3:39])=[O:36].C(O[BH-](OC(=O)C)OC(=O)C)(=O)C.[Na+]. Product: [Cl:1][C:2]1[CH:3]=[CH:4][C:5]([CH2:6][C@@H:7]([NH:8][CH:45]2[CH2:46][CH2:47][N:42]([C:35]([O:37][C:38]([CH3:41])([CH3:40])[CH3:39])=[O:36])[CH2:43][CH2:44]2)[C:9]([N:11]2[CH:16]3[CH2:17][CH2:18][CH:12]2[CH2:13][CH:14]([N:19]([CH:27]2[CH2:28][CH2:29][CH2:30][CH2:31][CH2:32]2)[C:20]([N:22]([CH2:23][CH3:24])[CH2:25][CH3:26])=[O:21])[CH2:15]3)=[O:10])=[CH:33][CH:34]=1. (4) Reactant: [Cl:1][C:2]1[N:7]=[C:6]([NH:8][CH3:9])[C:5]([N+:10]([O-])=O)=[CH:4][CH:3]=1.[Sn](Cl)Cl.[OH-].[Na+].C(OCC)(=O)C. The catalyst class is: 33. Product: [Cl:1][C:2]1[N:7]=[C:6]([NH:8][CH3:9])[C:5]([NH2:10])=[CH:4][CH:3]=1. (5) Reactant: Br[CH2:2][CH:3]1[O:8][C:7]2[CH:9]=[CH:10][CH:11]=[CH:12][C:6]=2[O:5][CH2:4]1.[CH3:13][C:14]1[CH:19]=[CH:18][C:17]([CH:20]2[CH2:25][CH2:24][CH2:23][NH:22][CH2:21]2)=[CH:16][CH:15]=1.Cl.C(N(CC)CC)C. Product: [O:8]1[C:7]2[CH:9]=[CH:10][CH:11]=[CH:12][C:6]=2[O:5][CH2:4][CH:3]1[CH2:2][N:22]1[CH2:23][CH2:24][CH2:25][CH:20]([C:17]2[CH:16]=[CH:15][C:14]([CH3:13])=[CH:19][CH:18]=2)[CH2:21]1. The catalyst class is: 10. (6) Reactant: CC1(C)C(C)(C)OB([C:9]2[CH:14]=[CH:13][C:12]([C:15]3[NH:19][C:18]([C@@H:20]4[CH2:24][CH2:23][CH2:22][N:21]4[C:25]([O:27][C:28]([CH3:31])([CH3:30])[CH3:29])=[O:26])=[N:17][CH:16]=3)=[CH:11][CH:10]=2)O1.Cl[C:34]1[N:39]=[CH:38][C:37]([C:40]2[N:44]([CH2:45][O:46][CH2:47][CH2:48][Si:49]([CH3:52])([CH3:51])[CH3:50])[C:43]([C@@H:53]3[CH2:57][CH2:56][CH2:55][N:54]3[C:58]([O:60][C:61]([CH3:64])([CH3:63])[CH3:62])=[O:59])=[N:42][CH:41]=2)=[CH:36][N:35]=1.C([O-])(O)=O.[Na+].COCCOC. Product: [C:61]([O:60][C:58]([N:54]1[CH2:55][CH2:56][CH2:57][C@H:53]1[C:43]1[N:44]([CH2:45][O:46][CH2:47][CH2:48][Si:49]([CH3:52])([CH3:51])[CH3:50])[C:40]([C:37]2[CH:36]=[N:35][C:34]([C:9]3[CH:10]=[CH:11][C:12]([C:15]4[NH:19][C:18]([C@@H:20]5[CH2:24][CH2:23][CH2:22][N:21]5[C:25]([O:27][C:28]([CH3:31])([CH3:30])[CH3:29])=[O:26])=[N:17][CH:16]=4)=[CH:13][CH:14]=3)=[N:39][CH:38]=2)=[CH:41][N:42]=1)=[O:59])([CH3:64])([CH3:63])[CH3:62]. The catalyst class is: 84.